Dataset: Forward reaction prediction with 1.9M reactions from USPTO patents (1976-2016). Task: Predict the product of the given reaction. (1) Given the reactants [NH2:1][C:2]1[C:11]2[C:6](=[C:7](Br)[C:8]([C:12]#[N:13])=[CH:9][CH:10]=2)[N:5]=[N:4][C:3]=1[C:15]([NH:17][CH2:18][CH2:19][CH3:20])=[O:16].[CH3:21][O:22][C:23]1[CH:28]=[C:27]([O:29][CH3:30])[CH:26]=[CH:25][C:24]=1B(O)O, predict the reaction product. The product is: [NH2:1][C:2]1[C:11]2[C:6](=[C:7]([C:26]3[CH:25]=[CH:24][C:23]([O:22][CH3:21])=[CH:28][C:27]=3[O:29][CH3:30])[C:8]([C:12]#[N:13])=[CH:9][CH:10]=2)[N:5]=[N:4][C:3]=1[C:15]([NH:17][CH2:18][CH2:19][CH3:20])=[O:16]. (2) Given the reactants [CH2:1]([N:8]([CH3:26])[CH2:9][CH2:10][CH:11]1[CH2:16][N:15]([CH2:17][C:18]2[CH:23]=[CH:22][C:21]([F:24])=[CH:20][CH:19]=2)[C:14](=[O:25])[CH2:13][NH:12]1)[C:2]1[CH:7]=[CH:6][CH:5]=[CH:4][CH:3]=1.[CH:27]([N:30]=[C:31]=[O:32])([CH3:29])[CH3:28], predict the reaction product. The product is: [CH2:1]([N:8]([CH3:26])[CH2:9][CH2:10][CH:11]1[CH2:16][N:15]([CH2:17][C:18]2[CH:19]=[CH:20][C:21]([F:24])=[CH:22][CH:23]=2)[C:14](=[O:25])[CH2:13][N:12]1[C:31]([NH:30][CH:27]([CH3:29])[CH3:28])=[O:32])[C:2]1[CH:7]=[CH:6][CH:5]=[CH:4][CH:3]=1. (3) Given the reactants [NH2:1][CH2:2][C@H:3]1[O:9][CH2:8][CH2:7][N:6]([C:10]([O:12][C:13]([CH3:16])([CH3:15])[CH3:14])=[O:11])[CH2:5][C@H:4]1[C:17]1[CH:22]=[CH:21][C:20]([Cl:23])=[C:19]([Cl:24])[CH:18]=1.C(N(CC)CC)C.Cl[C:33]([O:35][C:36]1[CH:41]=[CH:40][C:39]([N+:42]([O-:44])=[O:43])=[CH:38][CH:37]=1)=[O:34].O, predict the reaction product. The product is: [Cl:24][C:19]1[CH:18]=[C:17]([C@H:4]2[C@@H:3]([CH2:2][NH:1][C:33]([O:35][C:36]3[CH:37]=[CH:38][C:39]([N+:42]([O-:44])=[O:43])=[CH:40][CH:41]=3)=[O:34])[O:9][CH2:8][CH2:7][N:6]([C:10]([O:12][C:13]([CH3:16])([CH3:15])[CH3:14])=[O:11])[CH2:5]2)[CH:22]=[CH:21][C:20]=1[Cl:23]. (4) Given the reactants C[O:2][CH2:3][CH2:4][O:5][C:6]1[CH:7]=[CH:8][C:9]2[C:10]3[C:18]([C:19]4[CH:24]=[CH:23][CH:22]=[C:21]([N:25]5[C:34](=[O:35])[C:33]6[C:28](=[CH:29][CH:30]=[CH:31][CH:32]=6)[N:27]=[CH:26]5)[C:20]=4[CH3:36])=[N:17][N:16]=[C:15]([C:37]([NH2:39])=[O:38])[C:11]=3[NH:12][C:13]=2[CH:14]=1.BrB(Br)Br.ClCCl, predict the reaction product. The product is: [OH:2][CH2:3][CH2:4][O:5][C:6]1[CH:7]=[CH:8][C:9]2[C:10]3[C:18]([C:19]4[CH:24]=[CH:23][CH:22]=[C:21]([N:25]5[C:34](=[O:35])[C:33]6[C:28](=[CH:29][CH:30]=[CH:31][CH:32]=6)[N:27]=[CH:26]5)[C:20]=4[CH3:36])=[N:17][N:16]=[C:15]([C:37]([NH2:39])=[O:38])[C:11]=3[NH:12][C:13]=2[CH:14]=1. (5) Given the reactants [NH2:1][C:2]1[CH:17]=[C:16]([O:18][CH2:19][C:20]2[CH:25]=[CH:24][CH:23]=[CH:22][CH:21]=2)[C:15]([O:26][CH3:27])=[CH:14][C:3]=1[C:4]([N:6]1[CH2:10][C@H:9]([OH:11])[CH2:8][C@H:7]1[CH2:12][OH:13])=[O:5].[C:28](O[C:28]([O:30][C:31]([CH3:34])([CH3:33])[CH3:32])=[O:29])([O:30][C:31]([CH3:34])([CH3:33])[CH3:32])=[O:29].CCOC(C)=O.CCCCCC, predict the reaction product. The product is: [CH2:19]([O:18][C:16]1[C:15]([O:26][CH3:27])=[CH:14][C:3]([C:4]([N:6]2[CH2:10][C@H:9]([OH:11])[CH2:8][C@H:7]2[CH2:12][OH:13])=[O:5])=[C:2]([NH:1][C:28]([O:30][C:31]([CH3:34])([CH3:33])[CH3:32])=[O:29])[CH:17]=1)[C:20]1[CH:21]=[CH:22][CH:23]=[CH:24][CH:25]=1. (6) The product is: [O:3]=[C:4]1[N:10]([CH:11]2[CH2:12][CH2:13][N:14]([C:17]([O:19][C@H:20]([CH2:42][C:43]3[CH:48]=[C:47]([CH3:49])[C:46]([OH:50])=[C:45]([CH3:51])[CH:44]=3)[C:21]([N:23]3[CH2:28][CH2:27][CH:26]([N:29]4[CH2:30][CH2:31][CH:32]([CH2:35][CH2:36][C:37]([OH:39])=[O:38])[CH2:33][CH2:34]4)[CH2:25][CH2:24]3)=[O:22])=[O:18])[CH2:15][CH2:16]2)[CH2:9][CH2:8][C:7]2[CH:52]=[CH:53][CH:54]=[CH:55][C:6]=2[NH:5]1. Given the reactants [Li+].[OH-].[O:3]=[C:4]1[N:10]([CH:11]2[CH2:16][CH2:15][N:14]([C:17]([O:19][C@H:20]([CH2:42][C:43]3[CH:48]=[C:47]([CH3:49])[C:46]([OH:50])=[C:45]([CH3:51])[CH:44]=3)[C:21]([N:23]3[CH2:28][CH2:27][CH:26]([N:29]4[CH2:34][CH2:33][CH:32]([CH2:35][CH2:36][C:37]([O:39]CC)=[O:38])[CH2:31][CH2:30]4)[CH2:25][CH2:24]3)=[O:22])=[O:18])[CH2:13][CH2:12]2)[CH2:9][CH2:8][C:7]2[CH:52]=[CH:53][CH:54]=[CH:55][C:6]=2[NH:5]1, predict the reaction product. (7) Given the reactants [OH:1][C:2]1[CH:7]=[CH:6][C:5]([CH2:8][CH:9]([O:15][CH2:16][CH3:17])[C:10]([O:12][CH2:13][CH3:14])=[O:11])=[CH:4][CH:3]=1.Br[CH2:19][CH:20]=[C:21]1[C:28]2[CH:29]=[CH:30][CH:31]=[CH:32][C:27]=2[O:26][CH2:25][O:24][C:23]2[CH:33]=[CH:34][CH:35]=[CH:36][C:22]1=2.C(=O)([O-])[O-].[K+].[K+], predict the reaction product. The product is: [CH:29]1[C:28]2[C:21](=[CH:20][CH2:19][O:1][C:2]3[CH:3]=[CH:4][C:5]([CH2:8][CH:9]([O:15][CH2:16][CH3:17])[C:10]([O:12][CH2:13][CH3:14])=[O:11])=[CH:6][CH:7]=3)[C:22]3[CH:36]=[CH:35][CH:34]=[CH:33][C:23]=3[O:24][CH2:25][O:26][C:27]=2[CH:32]=[CH:31][CH:30]=1. (8) Given the reactants [C:1]([O:4][C@H:5]1[C@@H:10]([O:11][C:12](=[O:14])[CH3:13])[C@@H:9]([CH2:15][O:16][C:17](=[O:19])[CH3:18])[O:8][C@@H:7](OC(=O)C)[C@@H:6]1[NH:24][C:25](=[O:27])[CH3:26])(=[O:3])[CH3:2].O([Si](C)(C)C)S(C(F)(F)F)(=O)=O.C(N(CC)CC)C, predict the reaction product. The product is: [C:12]([O:11][C@H:10]1[C@@H:9]([CH2:15][O:16][C:17](=[O:19])[CH3:18])[O:8][C@H:7]2[C@H:6]([N:24]=[C:25]([CH3:26])[O:27]2)[C@H:5]1[O:4][C:1](=[O:3])[CH3:2])(=[O:14])[CH3:13].